The task is: Predict the reaction yield, written as a fraction of the theoretical maximum amount of product (1.0 means a 100% yield; for example, 0.34 means a 34% yield).. This data is from Reaction yield outcomes from USPTO patents with 853,638 reactions. The reactants are [CH3:1][O:2][C:3]1[CH:15]=[CH:14][C:6]([CH2:7][N:8]2[CH2:13][CH2:12][NH:11][CH2:10][CH2:9]2)=[CH:5][CH:4]=1.C(N(CC)CC)C.[OH:23][C:24]12[C:35]3[C:30](=[CH:31][C:32](F)=[CH:33][CH:34]=3)[C:29](=[O:37])[C:28]1([OH:38])[C:27]1[CH:39]=[CH:40][C:41]([CH:43]([CH3:45])[CH3:44])=[CH:42][C:26]=1[O:25]2. The catalyst is CN(C)C=O. The product is [OH:23][C:24]12[C:35]3[C:30](=[CH:31][C:32]([N:11]4[CH2:12][CH2:13][N:8]([CH2:7][C:6]5[CH:5]=[CH:4][C:3]([O:2][CH3:1])=[CH:15][CH:14]=5)[CH2:9][CH2:10]4)=[CH:33][CH:34]=3)[C:29](=[O:37])[C:28]1([OH:38])[C:27]1[CH:39]=[CH:40][C:41]([CH:43]([CH3:45])[CH3:44])=[CH:42][C:26]=1[O:25]2. The yield is 0.0900.